Dataset: Full USPTO retrosynthesis dataset with 1.9M reactions from patents (1976-2016). Task: Predict the reactants needed to synthesize the given product. (1) Given the product [NH2:1][C:2]1[CH:9]=[CH:8][CH:7]=[C:6]([C:14]#[C:13][C:12]([CH3:16])([CH3:15])[CH3:11])[C:3]=1[C:4]#[N:5], predict the reactants needed to synthesize it. The reactants are: [NH2:1][C:2]1[CH:9]=[CH:8][CH:7]=[C:6](Br)[C:3]=1[C:4]#[N:5].[CH3:11][C:12]([CH3:16])([CH3:15])[C:13]#[CH:14].C([O-])([O-])=O.[K+].[K+]. (2) Given the product [CH:5]12[CH2:8][CH:7]([CH:6]=[CH:10]1)[CH2:4][CH:3]2[CH:2]=[O:1], predict the reactants needed to synthesize it. The reactants are: [O:1]=[CH:2][C:3](=[CH2:5])[CH3:4].[CH:6]1[CH2:10]C=[CH:8][CH:7]=1.O. (3) The reactants are: C([N:8]1[CH2:13][CH:12]=[C:11]([N:14]2[CH:19]=[C:18]([O:20][CH3:21])[C:17](=[O:22])[C:16]([C:23]3[N:27]([C:28]4[CH:33]=[CH:32][CH:31]=[CH:30][CH:29]=4)[N:26]=[CH:25][CH:24]=3)=[N:15]2)[CH2:10][CH2:9]1)C1C=CC=CC=1. Given the product [CH3:21][O:20][C:18]1[C:17](=[O:22])[C:16]([C:23]2[N:27]([C:28]3[CH:33]=[CH:32][CH:31]=[CH:30][CH:29]=3)[N:26]=[CH:25][CH:24]=2)=[N:15][N:14]([CH:11]2[CH2:10][CH2:9][NH:8][CH2:13][CH2:12]2)[CH:19]=1, predict the reactants needed to synthesize it. (4) Given the product [NH2:1][C:2]1[CH:3]=[C:4]([C:5]([N:24]2[CH2:25][CH2:26][CH:21]([C:18]3[CH:17]=[CH:16][C:15]([C:13]#[N:14])=[CH:20][CH:19]=3)[CH2:22][CH2:23]2)=[O:7])[CH:8]=[CH:9][C:10]=1[C:11]#[N:12], predict the reactants needed to synthesize it. The reactants are: [NH2:1][C:2]1[CH:3]=[C:4]([CH:8]=[CH:9][C:10]=1[C:11]#[N:12])[C:5]([OH:7])=O.[C:13]([C:15]1[CH:20]=[CH:19][C:18]([CH:21]2[CH2:26][CH2:25][NH:24][CH2:23][CH2:22]2)=[CH:17][CH:16]=1)#[N:14]. (5) Given the product [CH:16]1([N:7]2[CH2:8][C:9]([CH3:15])([CH3:14])[C:10](=[O:13])[N:11]([CH3:12])[C:5]3[CH:4]=[N:3][C:2]([S:22][C:23]4[CH:31]=[CH:30][C:26]([C:27]([OH:29])=[O:28])=[CH:25][CH:24]=4)=[N:21][C:6]2=3)[CH2:20][CH2:19][CH2:18][CH2:17]1, predict the reactants needed to synthesize it. The reactants are: Cl[C:2]1[N:3]=[CH:4][C:5]2[N:11]([CH3:12])[C:10](=[O:13])[C:9]([CH3:15])([CH3:14])[CH2:8][N:7]([CH:16]3[CH2:20][CH2:19][CH2:18][CH2:17]3)[C:6]=2[N:21]=1.[SH:22][C:23]1[CH:31]=[CH:30][C:26]([C:27]([OH:29])=[O:28])=[CH:25][CH:24]=1. (6) Given the product [N+:9]([C:12]1[CH:13]=[C:14]([NH:18][C:19]([NH:1][C:2]2[CH:7]=[CH:6][CH:5]=[CH:4][C:3]=2[CH3:8])=[O:20])[CH:15]=[CH:16][CH:17]=1)([O-:11])=[O:10], predict the reactants needed to synthesize it. The reactants are: [NH2:1][C:2]1[CH:7]=[CH:6][CH:5]=[CH:4][C:3]=1[CH3:8].[N+:9]([C:12]1[CH:13]=[C:14]([N:18]=[C:19]=[O:20])[CH:15]=[CH:16][CH:17]=1)([O-:11])=[O:10].